The task is: Predict the product of the given reaction.. This data is from Forward reaction prediction with 1.9M reactions from USPTO patents (1976-2016). (1) Given the reactants Cl.C(O[C:5]([C:7]1[CH:8]=[C:9]2[C:13](=[CH:14][CH:15]=1)[NH:12][N:11]=[C:10]2[C:16]1[CH:21]=[CH:20][C:19]([F:22])=[CH:18][CH:17]=1)=[NH:6])C.C(N(CC)CC)C.[C:30]1([CH2:36][C:37]([NH:39][NH2:40])=O)[CH:35]=[CH:34][CH:33]=[CH:32][CH:31]=1, predict the reaction product. The product is: [F:22][C:19]1[CH:20]=[CH:21][C:16]([C:10]2[C:9]3[C:13](=[CH:14][CH:15]=[C:7]([C:5]4[NH:6][C:37]([CH2:36][C:30]5[CH:35]=[CH:34][CH:33]=[CH:32][CH:31]=5)=[N:39][N:40]=4)[CH:8]=3)[NH:12][N:11]=2)=[CH:17][CH:18]=1. (2) The product is: [NH2:1][C:2]1[C:10]([F:11])=[CH:9][C:8]([Cl:12])=[CH:7][C:3]=1[C:4]([NH:48][C:44]([CH3:45])([C:46]#[CH:47])[CH3:43])=[O:6]. Given the reactants [NH2:1][C:2]1[C:10]([F:11])=[CH:9][C:8]([Cl:12])=[CH:7][C:3]=1[C:4]([OH:6])=O.CCN=C=NCCCN(C)C.C1C=CC2N(O)N=NC=2C=1.CCN(C(C)C)C(C)C.[CH3:43][C:44]([NH2:48])([C:46]#[CH:47])[CH3:45], predict the reaction product. (3) Given the reactants [NH2:1][C:2]1[CH:3]=[C:4]([CH:7]=[CH:8][CH:9]=1)[CH2:5][OH:6].C([O-])(O)=O.[Na+].Br[CH2:16][CH2:17][CH2:18][CH3:19].O, predict the reaction product. The product is: [CH2:16]([NH:1][C:2]1[CH:9]=[CH:8][CH:7]=[C:4]([CH2:5][OH:6])[CH:3]=1)[CH2:17][CH2:18][CH3:19]. (4) Given the reactants [N:1]1([C:7]2[CH:8]=[C:9]3[C:13](=[CH:14][CH:15]=2)[CH:12]([NH:16][C:17]([NH:19][C:20]2[CH:28]=[CH:27][CH:26]=[C:25]4[C:21]=2[CH:22]=[N:23][N:24]4C(OC)=O)=[O:18])[CH2:11][CH2:10]3)[CH2:6][CH2:5][CH2:4][CH2:3][CH2:2]1.N1(C([O-])=O)C2C(=CC=CC=2)C=N1, predict the reaction product. The product is: [NH:24]1[C:25]2[C:21](=[C:20]([NH:19][C:17]([NH:16][CH:12]3[C:13]4[C:9](=[CH:8][C:7]([N:1]5[CH2:6][CH2:5][CH2:4][CH2:3][CH2:2]5)=[CH:15][CH:14]=4)[CH2:10][CH2:11]3)=[O:18])[CH:28]=[CH:27][CH:26]=2)[CH:22]=[N:23]1. (5) Given the reactants [O:1]=[C:2]1[CH2:6][N:5]([C:7]([O:9][CH2:10][C:11]2[CH:16]=[CH:15][CH:14]=[CH:13][CH:12]=2)=[O:8])[C@H:4]([C:17](=[O:37])[NH:18][CH2:19][C:20]2[CH:25]=[C:24]([C:26]3[CH:31]=[CH:30][C:29]([O:32][C:33]([F:36])([F:35])[F:34])=[CH:28][CH:27]=3)[N:23]=[CH:22][N:21]=2)[CH2:3]1.[CH3:38][Mg]Br, predict the reaction product. The product is: [OH:1][C:2]1([CH3:38])[CH2:6][N:5]([C:7]([O:9][CH2:10][C:11]2[CH:12]=[CH:13][CH:14]=[CH:15][CH:16]=2)=[O:8])[C@H:4]([C:17](=[O:37])[NH:18][CH2:19][C:20]2[CH:25]=[C:24]([C:26]3[CH:27]=[CH:28][C:29]([O:32][C:33]([F:35])([F:34])[F:36])=[CH:30][CH:31]=3)[N:23]=[CH:22][N:21]=2)[CH2:3]1. (6) Given the reactants [Cl:1][C:2]1[CH:3]=[C:4]2[C:9](=[CH:10][C:11]=1F)[O:8][CH:7]([C:13]([F:16])([F:15])[F:14])[C:6]([C:17]([O:19][CH2:20][CH3:21])=[O:18])=[CH:5]2.C[C:23](C)(C)[CH2:24][CH2:25][NH2:26].[C:29]([O-])([O-])=O.[K+].[K+], predict the reaction product. The product is: [Cl:1][C:2]1[CH:3]=[C:4]2[C:9](=[CH:10][C:11]=1[NH:26][CH:25]([CH2:24][CH3:23])[CH3:29])[O:8][CH:7]([C:13]([F:16])([F:15])[F:14])[C:6]([C:17]([O:19][CH2:20][CH3:21])=[O:18])=[CH:5]2. (7) Given the reactants [CH:1]1([C:4]2[N:5]=[C:6]3[CH:11]=[CH:10][C:9]([N:12]4[CH:17]=[CH:16][C:15]([OH:18])=[CH:14][C:13]4=[O:19])=[CH:8][N:7]3[C:20]=2[CH3:21])[CH2:3][CH2:2]1.[F:22][C:23]1[CH:24]=[C:25]([CH2:29]O)[CH:26]=[CH:27][CH:28]=1.C(P(CCCC)CCCC)CCC.N(C(N1CCCCC1)=O)=NC(N1CCCCC1)=O, predict the reaction product. The product is: [CH:1]1([C:4]2[N:5]=[C:6]3[CH:11]=[CH:10][C:9]([N:12]4[CH:17]=[CH:16][C:15]([O:18][CH2:29][C:25]5[CH:26]=[CH:27][CH:28]=[C:23]([F:22])[CH:24]=5)=[CH:14][C:13]4=[O:19])=[CH:8][N:7]3[C:20]=2[CH3:21])[CH2:3][CH2:2]1.